From a dataset of Full USPTO retrosynthesis dataset with 1.9M reactions from patents (1976-2016). Predict the reactants needed to synthesize the given product. (1) Given the product [NH2:30][C:9]1[CH:10]=[C:11]([C:15]2[S:16][C:17]3[CH2:23][CH2:22][CH2:21][CH:20]([OH:24])[C:18]=3[CH:19]=2)[C:12]([F:14])=[C:13]2[C:8]=1[C:7](=[O:26])[C:6]([C:27]([OH:29])=[O:28])=[CH:5][N:4]2[CH:1]1[CH2:3][CH2:2]1, predict the reactants needed to synthesize it. The reactants are: [CH:1]1([N:4]2[C:13]3[C:8](=[C:9](F)[CH:10]=[C:11]([C:15]4[S:16][C:17]5[CH2:23][CH2:22][CH2:21][CH:20]([OH:24])[C:18]=5[CH:19]=4)[C:12]=3[F:14])[C:7](=[O:26])[C:6]([C:27]([OH:29])=[O:28])=[CH:5]2)[CH2:3][CH2:2]1.[NH3:30].CC(O)=O. (2) Given the product [N:14]1[CH:19]=[CH:18][C:17]([O:20][C:21]2[CH:22]=[CH:23][C:24]([S:27]([N:2]3[CH:3]([C:8]([O:10][CH2:11][CH3:12])=[O:9])[CH:4]4[CH2:7][CH:1]3[CH2:6][CH2:5]4)(=[O:29])=[O:28])=[CH:25][CH:26]=2)=[CH:16][CH:15]=1, predict the reactants needed to synthesize it. The reactants are: [C@@H:1]12[CH2:7][C@@H:4]([CH2:5][CH2:6]1)[C@H:3]([C:8]([O:10][CH2:11][CH3:12])=[O:9])[NH:2]2.Cl.[N:14]1[CH:19]=[CH:18][C:17]([O:20][C:21]2[CH:26]=[CH:25][C:24]([S:27](Cl)(=[O:29])=[O:28])=[CH:23][CH:22]=2)=[CH:16][CH:15]=1. (3) Given the product [CH3:1][O:2][C:3](=[O:18])[C@@H:4]([O:15][CH2:16][CH3:17])[CH2:5][C:6]1[CH:11]=[CH:10][C:9]([O:12][CH2:20][C:21]2[N:22]=[C:23]([C:27]3[CH:32]=[CH:31][CH:30]=[C:29]([Cl:33])[CH:28]=3)[O:24][C:25]=2[CH3:26])=[CH:8][C:7]=1[O:13][CH3:14], predict the reactants needed to synthesize it. The reactants are: [CH3:1][O:2][C:3](=[O:18])[C@@H:4]([O:15][CH2:16][CH3:17])[CH2:5][C:6]1[CH:11]=[CH:10][C:9]([OH:12])=[CH:8][C:7]=1[O:13][CH3:14].Cl[CH2:20][C:21]1[N:22]=[C:23]([C:27]2[CH:32]=[CH:31][CH:30]=[C:29]([Cl:33])[CH:28]=2)[O:24][C:25]=1[CH3:26].ClC1C=C(C=CC=1)C=O.O=P(Cl)(Cl)Cl.C(=O)([O-])[O-].[Cs+].[Cs+].[I-].[K+]. (4) Given the product [C:4]([CH2:6][CH:7]([C:28]1[CH:38]=[CH:37][C:31]([C:32]([OH:34])=[O:33])=[CH:30][CH:29]=1)[C:8]1[C:16]2[C:11](=[CH:12][C:13]([O:17][CH2:18][CH2:19][CH2:20][NH:21][C:22]3[CH:27]=[CH:26][CH:25]=[CH:24][N:23]=3)=[CH:14][CH:15]=2)[NH:10][CH:9]=1)([OH:5])=[O:3], predict the reactants needed to synthesize it. The reactants are: C([O:3][C:4]([CH2:6][CH:7]([C:28]1[CH:38]=[CH:37][C:31]([C:32]([O:34]CC)=[O:33])=[CH:30][CH:29]=1)[C:8]1[C:16]2[C:11](=[CH:12][C:13]([O:17][CH2:18][CH2:19][CH2:20][NH:21][C:22]3[CH:27]=[CH:26][CH:25]=[CH:24][N:23]=3)=[CH:14][CH:15]=2)[NH:10][CH:9]=1)=[O:5])C. (5) Given the product [C@@H:6]1([N:15]2[CH:25]=[CH:24][C:19]([NH2:20])=[N:18][C:16]2=[O:17])[O:7][C@H:8]([CH2:10][OH:11])[CH2:9][C@H:5]1[OH:4], predict the reactants needed to synthesize it. The reactants are: C([O:4][C@@H:5]1[CH2:9][C@@H:8]([CH2:10][O:11]C(=O)C)[O:7][C@H:6]1[N:15]1[CH:25]=[CH:24][C:19]([NH:20]C(=O)C)=[N:18][C:16]1=[O:17])(=O)C. (6) Given the product [OH:39][NH:38][C:21]([CH2:20][CH2:19][CH2:18][CH2:17][CH2:16][NH:15][C:13]([C:1]1[C:11]2=[C:12]3[C:7](=[CH:8][CH:9]=[CH:10]2)[CH2:6][CH2:5][CH2:4][N:3]3[CH:2]=1)=[O:14])=[O:23], predict the reactants needed to synthesize it. The reactants are: [C:1]1([C:13]([NH:15][CH2:16][CH2:17][CH2:18][CH2:19][CH2:20][C:21]([OH:23])=O)=[O:14])[C:11]2=[C:12]3[C:7](=[CH:8][CH:9]=[CH:10]2)[CH2:6][CH2:5][CH2:4][N:3]3[CH:2]=1.C(OC(Cl)=O)C.C(N(CC)CC)C.Cl.[NH2:38][OH:39].Cl. (7) Given the product [CH3:9][N:8]([CH3:10])[C:6]([C:5]1[CH:4]=[N:3][C:2]([N:13]2[CH2:18][CH2:17][NH:16][CH2:15][CH2:14]2)=[CH:12][CH:11]=1)=[O:7], predict the reactants needed to synthesize it. The reactants are: Cl[C:2]1[CH:12]=[CH:11][C:5]([C:6]([N:8]([CH3:10])[CH3:9])=[O:7])=[CH:4][N:3]=1.[NH:13]1[CH2:18][CH2:17][NH:16][CH2:15][CH2:14]1.CC(C)([O-])C.[Na+].CC(C1C=C(C(C)C)C(C2C(P(C3CCCCC3)C3CCCCC3)=C(OC)C=CC=2OC)=C(C(C)C)C=1)C.